This data is from Catalyst prediction with 721,799 reactions and 888 catalyst types from USPTO. The task is: Predict which catalyst facilitates the given reaction. (1) Reactant: [NH2:1][C:2]1[CH:11]=[CH:10][C:5]2[NH:6][C:7](=[O:9])[S:8][C:4]=2[CH:3]=1.Cl[CH2:13][C:14]([N:16]1[CH2:21][CH2:20][CH:19]([CH2:22][C:23]2[CH:28]=[CH:27][C:26]([F:29])=[CH:25][CH:24]=2)[CH2:18][CH2:17]1)=[O:15]. Product: [F:29][C:26]1[CH:27]=[CH:28][C:23]([CH2:22][CH:19]2[CH2:20][CH2:21][N:16]([C:14](=[O:15])[CH2:13][NH:1][C:2]3[CH:11]=[CH:10][C:5]4[NH:6][C:7](=[O:9])[S:8][C:4]=4[CH:3]=3)[CH2:17][CH2:18]2)=[CH:24][CH:25]=1. The catalyst class is: 27. (2) Reactant: [CH3:1][O:2][C:3]1[C:4]([O:26][CH2:27][CH2:28][CH2:29][O:30][CH3:31])=[CH:5][C:6]2[CH2:15][CH:14]([CH:16]([CH3:18])[CH3:17])[N:13]3[CH:8]([CH2:9][C:10](=[O:24])[C:11]([C:19]([O:21][CH2:22][CH3:23])=[O:20])=[CH:12]3)[C:7]=2[CH:25]=1.C1(Cl)C(=O)C(Cl)=C(Cl)C(=O)C=1Cl. Product: [CH3:1][O:2][C:3]1[C:4]([O:26][CH2:27][CH2:28][CH2:29][O:30][CH3:31])=[CH:5][C:6]2[CH2:15][CH:14]([CH:16]([CH3:18])[CH3:17])[N:13]3[C:8](=[CH:9][C:10](=[O:24])[C:11]([C:19]([O:21][CH2:22][CH3:23])=[O:20])=[CH:12]3)[C:7]=2[CH:25]=1. The catalyst class is: 57.